From a dataset of Reaction yield outcomes from USPTO patents with 853,638 reactions. Predict the reaction yield, written as a fraction of the theoretical maximum amount of product (1.0 means a 100% yield; for example, 0.34 means a 34% yield). (1) The reactants are [Cl:1][C:2]1[C:7]([O:8][CH3:9])=[CH:6][C:5]([O:10][CH3:11])=[C:4]([Cl:12])[C:3]=1[C:13]1[C:24](=[O:25])[N:23]([CH2:26][CH2:27][O:28][CH:29]2[CH2:32][N:31](C(OC(C)(C)C)=O)[CH2:30]2)[C:16]2[N:17]=[C:18]([NH:21][CH3:22])[N:19]=[CH:20][C:15]=2[CH:14]=1.C(O)(C(F)(F)F)=O. The catalyst is C(Cl)Cl. The product is [NH:31]1[CH2:30][CH:29]([O:28][CH2:27][CH2:26][N:23]2[C:16]3[N:17]=[C:18]([NH:21][CH3:22])[N:19]=[CH:20][C:15]=3[CH:14]=[C:13]([C:3]3[C:4]([Cl:12])=[C:5]([O:10][CH3:11])[CH:6]=[C:7]([O:8][CH3:9])[C:2]=3[Cl:1])[C:24]2=[O:25])[CH2:32]1. The yield is 0.730. (2) The reactants are C(OC([N:8]1[CH2:13][CH2:12][N:11]([C:14]2[CH:19]=[N:18][C:17]([Br:20])=[C:16]([O:21][CH2:22][C:23]3[CH:28]=[CH:27][CH:26]=[C:25]([Cl:29])[CH:24]=3)[N:15]=2)[CH2:10][CH2:9]1)=O)(C)(C)C.[CH3:30][S:31]([OH:34])(=[O:33])=[O:32].CCOCC. The catalyst is O1CCOCC1. The product is [CH3:30][S:31]([OH:34])(=[O:33])=[O:32].[Br:20][C:17]1[N:18]=[CH:19][C:14]([N:11]2[CH2:12][CH2:13][NH:8][CH2:9][CH2:10]2)=[N:15][C:16]=1[O:21][CH2:22][C:23]1[CH:28]=[CH:27][CH:26]=[C:25]([Cl:29])[CH:24]=1. The yield is 0.870. (3) The reactants are [Cl:1][C:2]1[C:3]([NH:18][C:19]2[CH:29]=[CH:28][CH:27]=[CH:26][C:20]=2[C:21]([NH:23][O:24][CH3:25])=[O:22])=[CH:4][C:5]([NH:8][C:9]2[N:13]([CH:14]([CH3:16])[CH3:15])[N:12]=[C:11]([CH3:17])[CH:10]=2)=[N:6][CH:7]=1.Cl.C(OCC)C. The catalyst is C(OCC)(=O)C. The product is [ClH:1].[Cl:1][C:2]1[C:3]([NH:18][C:19]2[CH:29]=[CH:28][CH:27]=[CH:26][C:20]=2[C:21]([NH:23][O:24][CH3:25])=[O:22])=[CH:4][C:5]([NH:8][C:9]2[N:13]([CH:14]([CH3:15])[CH3:16])[N:12]=[C:11]([CH3:17])[CH:10]=2)=[N:6][CH:7]=1. The yield is 0.960. (4) The catalyst is C1COCC1. The yield is 0.510. The product is [CH3:25][O:24][C:21]1[CH:22]=[CH:23][C:18]([CH2:17][N:16]2[CH:26]([C:29]3[CH:34]=[CH:33][CH:32]=[CH:31][CH:30]=3)[CH2:27][O:1][C:2]3([CH2:7][CH2:6][N:5]([C:8]([O:10][C:11]([CH3:14])([CH3:12])[CH3:13])=[O:9])[CH2:4][CH2:3]3)[CH2:15]2)=[CH:19][CH:20]=1. The reactants are [OH:1][C:2]1([CH2:15][N:16]([CH:26]([C:29]2[CH:34]=[CH:33][CH:32]=[CH:31][CH:30]=2)[CH2:27]O)[CH2:17][C:18]2[CH:23]=[CH:22][C:21]([O:24][CH3:25])=[CH:20][CH:19]=2)[CH2:7][CH2:6][N:5]([C:8]([O:10][C:11]([CH3:14])([CH3:13])[CH3:12])=[O:9])[CH2:4][CH2:3]1.CCN(C(C)C)C(C)C.CS(OS(C)(=O)=O)(=O)=O. (5) The yield is 0.516. The reactants are [CH3:1][C:2]1[C:6]2[C:7](=[O:18])[N:8]([CH2:11][CH2:12][N:13]3[CH2:17][CH2:16][CH2:15][CH2:14]3)[CH2:9][CH2:10][C:5]=2[NH:4][C:3]=1[CH:19]=O.[Cl:21][C:22]1[CH:27]=[CH:26][C:25]([C:28]2[CH:36]=[CH:35][CH:34]=[C:33]3[C:29]=2[CH2:30][C:31](=[O:37])[NH:32]3)=[C:24]([F:38])[CH:23]=1. No catalyst specified. The product is [Cl:21][C:22]1[CH:27]=[CH:26][C:25]([C:28]2[CH:36]=[CH:35][CH:34]=[C:33]3[C:29]=2[C:30](=[CH:19][C:3]2[NH:4][C:5]4[CH2:10][CH2:9][N:8]([CH2:11][CH2:12][N:13]5[CH2:14][CH2:15][CH2:16][CH2:17]5)[C:7](=[O:18])[C:6]=4[C:2]=2[CH3:1])[C:31](=[O:37])[NH:32]3)=[C:24]([F:38])[CH:23]=1. (6) The reactants are Cl.[Cl:2][C:3]1[N:11]=[C:10]2[C:6]([N:7]=[C:8]([C:18]([OH:21])([CH3:20])[CH3:19])[N:9]2C2CCCCO2)=[C:5]([Cl:22])[N:4]=1. The catalyst is C(Cl)Cl.CO. The product is [Cl:2][C:3]1[N:11]=[C:10]2[C:6]([N:7]=[C:8]([C:18]([OH:21])([CH3:20])[CH3:19])[NH:9]2)=[C:5]([Cl:22])[N:4]=1. The yield is 0.660. (7) The reactants are [Li]CCCC.C(NC(C)C)(C)C.[Cl:13][C:14]1[CH:19]=[CH:18][C:17]([CH2:20][C:21]([O:23][CH3:24])=[O:22])=[CH:16][CH:15]=1.[Li+].CC([N-]C(C)C)C.Br[CH2:34][C:35]([O:37][C:38]([CH3:41])([CH3:40])[CH3:39])=[O:36]. The catalyst is C1COCC1. The product is [Cl:13][C:14]1[CH:15]=[CH:16][C:17]([CH:20]([CH2:34][C:35]([O:37][C:38]([CH3:41])([CH3:40])[CH3:39])=[O:36])[C:21]([O:23][CH3:24])=[O:22])=[CH:18][CH:19]=1. The yield is 0.880.